This data is from Reaction yield outcomes from USPTO patents with 853,638 reactions. The task is: Predict the reaction yield, written as a fraction of the theoretical maximum amount of product (1.0 means a 100% yield; for example, 0.34 means a 34% yield). The product is [CH2:1]([O:3][C:4]([C:5]1[C:6]2[CH:17]=[CH:18][NH:19][C:7]=2[CH:8]=[C:9]([NH2:11])[CH:10]=1)=[O:22])[CH3:2]. The catalyst is C(O)C. The reactants are [CH2:1]([O:3][C:4](=[O:22])[C:5]1[CH:10]=[C:9]([N+:11]([O-])=O)[CH:8]=[C:7]([N+]([O-])=O)[C:6]=1[CH:17]=[CH:18][N:19](C)C)[CH3:2].Cl[Sn]Cl. The yield is 0.400.